Predict the product of the given reaction. From a dataset of Forward reaction prediction with 1.9M reactions from USPTO patents (1976-2016). (1) Given the reactants [CH2:1]([C:3]1[NH:4][C:5](=[O:10])[CH:6]=[C:7]([CH3:9])[N:8]=1)[CH3:2].Br[CH2:12][CH2:13][O:14][C:15]1[CH:20]=[CH:19][C:18]([N+:21]([O-:23])=[O:22])=[CH:17][CH:16]=1.[Li+].[Br-].[H-].[Na+], predict the reaction product. The product is: [CH2:1]([C:3]1[N:4]([CH2:12][CH2:13][O:14][C:15]2[CH:16]=[CH:17][C:18]([N+:21]([O-:23])=[O:22])=[CH:19][CH:20]=2)[C:5](=[O:10])[CH:6]=[C:7]([CH3:9])[N:8]=1)[CH3:2]. (2) Given the reactants [Cl:1][C:2]1[C:34]([CH3:35])=[CH:33][C:5]([O:6][CH2:7][CH2:8][CH2:9][C:10]2[C:18]3[C:13](=[C:14]([C:19]4[C:20]([CH3:26])=[N:21][N:22]([CH3:25])[C:23]=4[CH3:24])[CH:15]=[CH:16][CH:17]=3)[N:12]([CH2:27][CH2:28][C:29](O)=[O:30])[C:11]=2[CH3:32])=[CH:4][C:3]=1[CH3:36].[N+:37]([C:40]1[CH:45]=[CH:44][C:43]([S:46]([NH2:49])(=[O:48])=[O:47])=[CH:42][CH:41]=1)([O-:39])=[O:38], predict the reaction product. The product is: [Cl:1][C:2]1[C:34]([CH3:35])=[CH:33][C:5]([O:6][CH2:7][CH2:8][CH2:9][C:10]2[C:18]3[C:13](=[C:14]([C:19]4[C:20]([CH3:26])=[N:21][N:22]([CH3:25])[C:23]=4[CH3:24])[CH:15]=[CH:16][CH:17]=3)[N:12]([CH2:27][CH2:28][C:29]([NH:49][S:46]([C:43]3[CH:42]=[CH:41][C:40]([N+:37]([O-:39])=[O:38])=[CH:45][CH:44]=3)(=[O:48])=[O:47])=[O:30])[C:11]=2[CH3:32])=[CH:4][C:3]=1[CH3:36]. (3) Given the reactants O(C([N:8]1[CH2:39][CH2:38][CH:37]([C:40]2[CH:45]=[CH:44][CH:43]=[CH:42][CH:41]=2)[C@H:9]1[C:10]([N:12]1[CH2:36][CH2:35][CH2:34][C@H:13]1[C:14]([NH:16][CH2:17][C:18]1[CH:23]=[C:22]([Cl:24])[CH:21]=[CH:20][C:19]=1[CH2:25][NH:26]C(OC(C)(C)C)=O)=[O:15])=[O:11])=O)C(C)(C)C.Cl, predict the reaction product. The product is: [C:40]1([CH:37]2[CH2:38][CH2:39][NH:8][C@@H:9]2[C:10]([N:12]2[CH2:36][CH2:35][CH2:34][C@H:13]2[C:14]([NH:16][CH2:17][C:18]2[CH:23]=[C:22]([Cl:24])[CH:21]=[CH:20][C:19]=2[CH2:25][NH2:26])=[O:15])=[O:11])[CH:41]=[CH:42][CH:43]=[CH:44][CH:45]=1. (4) Given the reactants [H-].[Na+].[NH:3]1[C:11]2[C:6](=[CH:7][CH:8]=[CH:9][CH:10]=2)[CH2:5][C:4]1=[O:12].[C:13]1([C:22]2[C:17](=[CH:18][CH:19]=[CH:20][CH:21]=2)[CH2:16][O:15]1)=O.Cl, predict the reaction product. The product is: [C:13]1(=[C:5]2[C:6]3[C:11](=[CH:10][CH:9]=[CH:8][CH:7]=3)[NH:3][C:4]2=[O:12])[C:22]2[C:17](=[CH:18][CH:19]=[CH:20][CH:21]=2)[CH2:16][O:15]1. (5) Given the reactants C([CH:3]([O:7][C:8]1[CH:12]=[C:11]([C:13](O)=O)[N:10]([CH3:16])[N:9]=1)[C:4]([OH:6])=[O:5])C.CCN=C=NCCCN(C)C.Cl.[CH2:29]([N:32]1[C:39]([NH2:40])=[C:38]([NH2:41])[C:36](=[O:37])[N:35]([CH2:42][CH:43]=[CH2:44])[C:33]1=[O:34])[CH:30]=[CH2:31], predict the reaction product. The product is: [CH2:42]([N:35]1[C:36](=[O:37])[C:38]2[NH:41][C:13]([C:11]3[N:10]([CH3:16])[N:9]=[C:8]([O:7][CH2:3][C:4]([OH:6])=[O:5])[CH:12]=3)=[N:40][C:39]=2[N:32]([CH2:29][CH:30]=[CH2:31])[C:33]1=[O:34])[CH:43]=[CH2:44]. (6) Given the reactants [Cl-].COC[P+](C1C=CC=CC=1)(C1C=CC=CC=1)C1C=CC=CC=1.CC(C)([O-])C.[K+].C(C1C=C(C2C=CC=CC=2)C=CC=1[C:38]1[CH:47]=[CH:46][C:45]2[C:40](=[CH:41][CH:42]=[C:43]([C:48]3[CH:53]=[CH:52][CH:51]=[CH:50][CH:49]=3)[CH:44]=2)[CH:39]=1)=O, predict the reaction product. The product is: [C:48]1([C:43]2[CH:44]=[C:45]3[C:40](=[CH:41][CH:42]=2)[CH:39]=[CH:38][CH:47]=[CH:46]3)[CH:53]=[CH:52][CH:51]=[CH:50][CH:49]=1. (7) The product is: [CH3:11][O:12][C:2]1[C:7]([CH:8]=[O:9])=[C:6]([O:18][CH3:15])[N:5]=[CH:4][N:3]=1. Given the reactants Cl[C:2]1[C:7]([CH:8]=[O:9])=[C:6](Cl)[N:5]=[CH:4][N:3]=1.[CH3:11][O-:12].[Na+].Cl.[C:15]([O-:18])(O)=O.[Na+], predict the reaction product.